From a dataset of CYP2C19 inhibition data for predicting drug metabolism from PubChem BioAssay. Regression/Classification. Given a drug SMILES string, predict its absorption, distribution, metabolism, or excretion properties. Task type varies by dataset: regression for continuous measurements (e.g., permeability, clearance, half-life) or binary classification for categorical outcomes (e.g., BBB penetration, CYP inhibition). Dataset: cyp2c19_veith. (1) The compound is O=C(CSc1nnnn1C1CCCC1)Nc1ccc(F)cc1. The result is 1 (inhibitor). (2) The drug is COc1ccccc1OCC(=O)NNC(=O)c1cnccn1. The result is 0 (non-inhibitor). (3) The drug is O=c1c(-c2ccc(F)cc2)nc2cnc(N3CCNCC3)nc2n1Cc1cccs1. The result is 1 (inhibitor). (4) The drug is Cc1ccc(-n2c(Cc3cccn3C)nnc2SCC(=O)N2CCc3ccccc32)cc1. The result is 1 (inhibitor).